This data is from Full USPTO retrosynthesis dataset with 1.9M reactions from patents (1976-2016). The task is: Predict the reactants needed to synthesize the given product. (1) Given the product [Cl:1][C:2]1[C:11]2[C:6](=[CH:7][CH:8]=[CH:9][CH:10]=2)[CH:5]=[CH:4][C:3]=1[O:12][CH:13]([CH3:16])[CH2:14][NH:15][CH2:23][C:21]1[O:22][C:18]([CH3:17])=[CH:19][CH:20]=1, predict the reactants needed to synthesize it. The reactants are: [Cl:1][C:2]1[C:11]2[C:6](=[CH:7][CH:8]=[CH:9][CH:10]=2)[CH:5]=[CH:4][C:3]=1[O:12][CH:13]([CH3:16])[CH2:14][NH2:15].[CH3:17][C:18]1[O:22][C:21]([CH:23]=O)=[CH:20][CH:19]=1. (2) Given the product [NH2:1][C:4]1[CH:13]=[C:12]2[C:7]([CH2:8][CH2:9][N:10]([CH2:14][CH2:15][OH:16])[CH2:11]2)=[CH:6][CH:5]=1, predict the reactants needed to synthesize it. The reactants are: [N+:1]([C:4]1[CH:13]=[C:12]2[C:7]([CH2:8][CH2:9][N:10]([CH2:14][CH2:15][OH:16])[CH2:11]2)=[CH:6][CH:5]=1)([O-])=O.Cl.[N+](C1C=C2C(CCNC2)=CC=1)([O-])=O.C(=O)([O-])[O-].[K+].[K+].ICCO.